From a dataset of Reaction yield outcomes from USPTO patents with 853,638 reactions. Predict the reaction yield, written as a fraction of the theoretical maximum amount of product (1.0 means a 100% yield; for example, 0.34 means a 34% yield). The reactants are [CH2:1]([O:3][C:4](=[O:34])[CH2:5][N:6]([C:8](=[O:33])[C@@H:9]([NH:25]C(OC(C)(C)C)=O)[CH2:10][N:11]([CH3:24])[S:12]([C:15]1[CH:20]=[CH:19][CH:18]=[CH:17][C:16]=1[N+:21]([O-:23])=[O:22])(=[O:14])=[O:13])[CH3:7])[CH3:2].Cl. The catalyst is C(Cl)Cl.O1CCOCC1. The product is [CH2:1]([O:3][C:4](=[O:34])[CH2:5][N:6]([C:8](=[O:33])[C@@H:9]([NH2:25])[CH2:10][N:11]([CH3:24])[S:12]([C:15]1[CH:20]=[CH:19][CH:18]=[CH:17][C:16]=1[N+:21]([O-:23])=[O:22])(=[O:14])=[O:13])[CH3:7])[CH3:2]. The yield is 1.00.